Dataset: Peptide-MHC class II binding affinity with 134,281 pairs from IEDB. Task: Regression. Given a peptide amino acid sequence and an MHC pseudo amino acid sequence, predict their binding affinity value. This is MHC class II binding data. (1) The peptide sequence is CDASILIDPLSNQSA. The MHC is DRB1_0401 with pseudo-sequence DRB1_0401. The binding affinity (normalized) is 0.612. (2) The peptide sequence is QFKPEEITGIMKDFD. The MHC is HLA-DQA10501-DQB10301 with pseudo-sequence HLA-DQA10501-DQB10301. The binding affinity (normalized) is 0.278. (3) The peptide sequence is VVITENCGTRGPSLR. The MHC is DRB1_0301 with pseudo-sequence DRB1_0301. The binding affinity (normalized) is 0.150. (4) The MHC is HLA-DPA10103-DPB10401 with pseudo-sequence HLA-DPA10103-DPB10401. The peptide sequence is ALPTVEVVAAAADEV. The binding affinity (normalized) is 0. (5) The MHC is DRB1_0404 with pseudo-sequence DRB1_0404. The peptide sequence is TGLWPFIRINNLKVK. The binding affinity (normalized) is 0.812. (6) The peptide sequence is LAQEAGNFERISGDL. The MHC is HLA-DPA10103-DPB10401 with pseudo-sequence HLA-DPA10103-DPB10401. The binding affinity (normalized) is 0.234. (7) The peptide sequence is FGPARYQVVRCKEAY. The MHC is DRB1_0101 with pseudo-sequence DRB1_0101. The binding affinity (normalized) is 0.446. (8) The peptide sequence is ISRRDQRGSGQVVTY. The MHC is HLA-DQA10303-DQB10402 with pseudo-sequence HLA-DQA10303-DQB10402. The binding affinity (normalized) is 0. (9) The MHC is DRB1_0802 with pseudo-sequence DRB1_0802. The binding affinity (normalized) is 0.634. The peptide sequence is AFKVAATRANAAPAN. (10) The binding affinity (normalized) is 0.223. The MHC is DRB1_1101 with pseudo-sequence DRB1_1101. The peptide sequence is GIQTLMGRLEDGSPR.